From a dataset of Full USPTO retrosynthesis dataset with 1.9M reactions from patents (1976-2016). Predict the reactants needed to synthesize the given product. (1) Given the product [CH:10]([N:8]1[CH2:9][CH:6]([CH2:5][CH2:4][OH:3])[CH2:7]1)([C:17]1[CH:22]=[CH:21][CH:20]=[CH:19][CH:18]=1)[C:11]1[CH:12]=[CH:13][CH:14]=[CH:15][CH:16]=1, predict the reactants needed to synthesize it. The reactants are: C([O:3][C:4](=O)[CH:5]=[C:6]1[CH2:9][N:8]([CH:10]([C:17]2[CH:22]=[CH:21][CH:20]=[CH:19][CH:18]=2)[C:11]2[CH:16]=[CH:15][CH:14]=[CH:13][CH:12]=2)[CH2:7]1)C.[H-].[Al+3].[Li+].[H-].[H-].[H-].C(OCC)C.[OH-].[Na+]. (2) Given the product [NH2:1][C:4]1[CH:5]=[C:6]([CH2:10][CH2:11][OH:12])[CH:7]=[CH:8][CH:9]=1, predict the reactants needed to synthesize it. The reactants are: [N+:1]([C:4]1[CH:5]=[C:6]([CH2:10][CH2:11][OH:12])[CH:7]=[CH:8][CH:9]=1)([O-])=O.C([O-])=O.[NH4+]. (3) Given the product [NH2:4][C@:5]1([C:28]([OH:30])=[O:29])[C@@H:9]([CH2:10][CH2:11][CH2:12][B:13]([OH:14])[OH:15])[CH2:8][N:7]([CH2:16][CH:17]2[CH2:26][C:25]3[C:20](=[CH:21][CH:22]=[C:23]([Cl:27])[CH:24]=3)[CH2:19][NH:18]2)[CH2:6]1, predict the reactants needed to synthesize it. The reactants are: Cl.Cl.Cl.[NH2:4][C@:5]1([C:28]([OH:30])=[O:29])[C@@H:9]([CH2:10][CH2:11][CH2:12][B:13]([OH:15])[OH:14])[CH2:8][N:7]([CH2:16][CH:17]2[CH2:26][C:25]3[C:20](=[CH:21][CH:22]=[C:23]([Cl:27])[CH:24]=3)[CH2:19][NH:18]2)[CH2:6]1.ClC1C=C(C=CC=1)C[C@@H](C(O)=O)N. (4) Given the product [O:1]1[CH2:2][CH2:3][CH:4]([O:7][C:8]2[C:13]([NH:14][C:15]3[C:16]4[C:23]([CH3:24])=[C:22]([C:25]([NH:73][CH2:72][CH2:71][CH2:70][N:69]([CH3:74])[CH3:68])=[O:26])[S:21][C:17]=4[N:18]=[CH:19][N:20]=3)=[CH:12][CH:11]=[C:10]([C:29]([F:31])([F:32])[F:30])[N:9]=2)[CH2:5][CH2:6]1, predict the reactants needed to synthesize it. The reactants are: [O:1]1[CH2:6][CH2:5][CH:4]([O:7][C:8]2[C:13]([NH:14][C:15]3[C:16]4[C:23]([CH3:24])=[C:22]([C:25](OC)=[O:26])[S:21][C:17]=4[N:18]=[CH:19][N:20]=3)=[CH:12][CH:11]=[C:10]([C:29]([F:32])([F:31])[F:30])[N:9]=2)[CH2:3][CH2:2]1.[OH-].[Na+].CCN(C(C)C)C(C)C.CN(C(ON1N=NC2C=CC=NC1=2)=[N+](C)C)C.F[P-](F)(F)(F)(F)F.[CH3:68][N:69]([CH3:74])[CH2:70][CH2:71][CH2:72][NH2:73]. (5) Given the product [CH2:1]([C:3]1[S:4][C:5]([CH:13]([CH2:14][CH3:15])[CH2:16][CH3:17])=[CH:6][C:7]=1[CH:8]=[O:9])[CH3:2], predict the reactants needed to synthesize it. The reactants are: [CH2:1]([C:3]1[S:4][C:5]([CH:13]([CH2:16][CH3:17])[CH2:14][CH3:15])=[CH:6][C:7]=1[C:8](OCC)=[O:9])[CH3:2].[H-].C([Al+]CC(C)C)C(C)C.C1(C)C=CC=CC=1.Cl. (6) Given the product [NH:12]1[C:13]2[C:18](=[CH:17][CH:16]=[CH:15][CH:14]=2)[C:10]([C:8](=[O:9])[CH:35]([C:36]2[CH:37]=[N:38][C:39]([O:42][CH3:43])=[CH:40][CH:41]=2)[NH:34][C:30]2[CH:31]=[N:32][CH:33]=[C:28]([O:27][CH3:26])[CH:29]=2)=[CH:11]1, predict the reactants needed to synthesize it. The reactants are: C(N(CC)CC)C.[CH:8]([C:10]1[C:18]2[C:13](=[CH:14][CH:15]=[CH:16][CH:17]=2)[N:12](C(OC(C)(C)C)=O)[CH:11]=1)=[O:9].[CH3:26][O:27][C:28]1[CH:29]=[C:30]([N:34]=[CH:35][C:36]2[CH:37]=[N:38][C:39]([O:42][CH3:43])=[CH:40][CH:41]=2)[CH:31]=[N:32][CH:33]=1. (7) The reactants are: [Cl:1][C:2]1[CH:3]=[C:4]([C:12]2[O:16][N:15]=[C:14]([C:17]([O:19]CC)=[O:18])[CH:13]=2)[CH:5]=[CH:6][C:7]=1[O:8][CH:9]([CH3:11])[CH3:10].[OH-].[Na+]. Given the product [Cl:1][C:2]1[CH:3]=[C:4]([C:12]2[O:16][N:15]=[C:14]([C:17]([OH:19])=[O:18])[CH:13]=2)[CH:5]=[CH:6][C:7]=1[O:8][CH:9]([CH3:11])[CH3:10], predict the reactants needed to synthesize it. (8) Given the product [NH:31]1[CH:32]=[C:28]([C:24]2[CH:23]=[C:22]3[C:27]([C:19]([C:17]([NH:16][C:14]4[CH:13]=[N:12][N:11]([CH2:10][C:6]5[CH:5]=[C:4]([CH:9]=[CH:8][CH:7]=5)[C:3]([OH:47])=[O:2])[CH:15]=4)=[O:18])=[N:20][NH:21]3)=[CH:26][CH:25]=2)[CH:29]=[N:30]1, predict the reactants needed to synthesize it. The reactants are: C[O:2][C:3](=[O:47])[C:4]1[CH:9]=[CH:8][CH:7]=[C:6]([CH2:10][N:11]2[CH:15]=[C:14]([NH:16][C:17]([C:19]3[C:27]4[C:22](=[CH:23][C:24]([C:28]5[CH:29]=[N:30][N:31](C6CCCCO6)[CH:32]=5)=[CH:25][CH:26]=4)[N:21](COCC[Si](C)(C)C)[N:20]=3)=[O:18])[CH:13]=[N:12]2)[CH:5]=1.[OH-].[Li+].C([SiH](C(C)C)C(C)C)(C)C. (9) Given the product [CH3:8][C:9]1[CH:10]([C:17]2[CH:24]=[CH:23][CH:22]=[CH:21][C:18]=2[CH:19]=[N:1][C:2]2[CH:7]=[CH:6][CH:5]=[CH:4][CH:3]=2)[C:11]([CH3:16])=[C:12]([CH3:15])[C:13]=1[CH3:14], predict the reactants needed to synthesize it. The reactants are: [NH2:1][C:2]1[CH:7]=[CH:6][CH:5]=[CH:4][CH:3]=1.[CH3:8][C:9]1[CH:10]([C:17]2[CH:24]=[CH:23][CH:22]=[CH:21][C:18]=2[CH:19]=O)[C:11]([CH3:16])=[C:12]([CH3:15])[C:13]=1[CH3:14].